Predict the reactants needed to synthesize the given product. From a dataset of Full USPTO retrosynthesis dataset with 1.9M reactions from patents (1976-2016). (1) Given the product [CH2:1]([O:3][C:4]([N:6]1[C:15]2[C:10](=[CH:11][C:12]([C:16]([F:17])([F:18])[F:19])=[CH:13][CH:14]=2)[C@H:9]([NH2:20])[CH2:8][C@@H:7]1[CH2:31][CH3:32])=[O:5])[CH3:2], predict the reactants needed to synthesize it. The reactants are: [CH2:1]([O:3][C:4]([N:6]1[C:15]2[C:10](=[CH:11][C:12]([C:16]([F:19])([F:18])[F:17])=[CH:13][CH:14]=2)[C@H:9]([NH:20]C(OCC2C=CC=CC=2)=O)[CH2:8][C@@H:7]1[CH2:31][CH3:32])=[O:5])[CH3:2]. (2) Given the product [OH:32][C@H:31]([CH2:30][OH:29])[CH2:33][N:24]1[CH2:23][CH2:22][C:21]2[CH:27]=[CH:28][C:18]([C:15]3[N:14]=[C:13]([C:8]4[CH:9]=[C:10]([C:11]#[N:12])[C:5]([NH:4][CH:2]([CH3:1])[CH3:3])=[N:6][CH:7]=4)[O:17][N:16]=3)=[CH:19][C:20]=2[CH2:26][CH2:25]1, predict the reactants needed to synthesize it. The reactants are: [CH3:1][CH:2]([NH:4][C:5]1[C:10]([C:11]#[N:12])=[CH:9][C:8]([C:13]2[O:17][N:16]=[C:15]([C:18]3[CH:28]=[CH:27][C:21]4[CH2:22][CH2:23][NH:24][CH2:25][CH2:26][C:20]=4[CH:19]=3)[N:14]=2)=[CH:7][N:6]=1)[CH3:3].[O:29]=[CH:30][C@@H:31]([CH2:33]O)[OH:32].C(O)(=O)C.C(O[BH-](OC(=O)C)OC(=O)C)(=O)C.[Na+].